Dataset: Reaction yield outcomes from USPTO patents with 853,638 reactions. Task: Predict the reaction yield, written as a fraction of the theoretical maximum amount of product (1.0 means a 100% yield; for example, 0.34 means a 34% yield). (1) The reactants are [N:1]1[C:10]2[C:5](=[CH:6][C:7]([O:11][CH2:12][CH2:13][O:14][C:15]3[CH:30]=[CH:29][C:18]([CH:19]=[C:20]([C:25]([O:27][CH3:28])=[O:26])[C:21]([O:23][CH3:24])=[O:22])=[CH:17][CH:16]=3)=[CH:8][CH:9]=2)[CH:4]=[CH:3][CH:2]=1.[H][H]. The catalyst is CO.O1CCOCC1.[Pd]. The product is [N:1]1[C:10]2[C:5](=[CH:6][C:7]([O:11][CH2:12][CH2:13][O:14][C:15]3[CH:30]=[CH:29][C:18]([CH2:19][CH:20]([C:25]([O:27][CH3:28])=[O:26])[C:21]([O:23][CH3:24])=[O:22])=[CH:17][CH:16]=3)=[CH:8][CH:9]=2)[CH:4]=[CH:3][CH:2]=1. The yield is 0.900. (2) The reactants are [C:1]([C:5]1[CH:10]=[CH:9][CH:8]=[CH:7][C:6]=1[OH:11])([CH3:4])([CH3:3])[CH3:2].N1C=CC=CC=1.[S:18](O[S:18]([C:21]([F:24])([F:23])[F:22])(=[O:20])=[O:19])([C:21]([F:24])([F:23])[F:22])(=[O:20])=[O:19]. The catalyst is C(Cl)Cl. The product is [F:22][C:21]([F:24])([F:23])[S:18]([O:11][C:6]1[CH:7]=[CH:8][CH:9]=[CH:10][C:5]=1[C:1]([CH3:4])([CH3:2])[CH3:3])(=[O:20])=[O:19]. The yield is 0.900. (3) The reactants are Br[C:2]1[CH:3]=[C:4]([C:16]([NH:18][CH2:19][C:20]2[C:21](=[O:28])[NH:22][C:23]([CH3:27])=[CH:24][C:25]=2[CH3:26])=[O:17])[C:5]2[CH:6]=[N:7][N:8]([CH:11]3[CH2:15][CH2:14][CH2:13][CH2:12]3)[C:9]=2[CH:10]=1.O[C:30]1[CH:31]=[C:32](B(O)O)[CH:33]=[CH:34][CH:35]=1.[C:39]([O-])([O-])=[O:40].[Na+].[Na+].C(Cl)Cl. The catalyst is O1CCOCC1.C1C=CC([P]([Pd]([P](C2C=CC=CC=2)(C2C=CC=CC=2)C2C=CC=CC=2)([P](C2C=CC=CC=2)(C2C=CC=CC=2)C2C=CC=CC=2)[P](C2C=CC=CC=2)(C2C=CC=CC=2)C2C=CC=CC=2)(C2C=CC=CC=2)C2C=CC=CC=2)=CC=1. The product is [CH:11]1([N:8]2[C:9]3[CH:10]=[C:2]([C:32]4[CH:33]=[CH:34][CH:35]=[C:30]([CH2:39][OH:40])[CH:31]=4)[CH:3]=[C:4]([C:16]([NH:18][CH2:19][C:20]4[C:21](=[O:28])[NH:22][C:23]([CH3:27])=[CH:24][C:25]=4[CH3:26])=[O:17])[C:5]=3[CH:6]=[N:7]2)[CH2:15][CH2:14][CH2:13][CH2:12]1. The yield is 0.754. (4) The reactants are [CH2:1]([N:8]1[CH2:14][C:13]2[N:15]=[CH:16][C:17](Cl)=[N:18][C:12]=2[O:11][CH2:10][CH2:9]1)[C:2]1[CH:7]=[CH:6][CH:5]=[CH:4][CH:3]=1.[NH:20]1[CH2:25][CH2:24][O:23][CH2:22][CH2:21]1.CC(C1C=C(C(C)C)C(C2C=CC=CC=2P(C2CCCCC2)C2CCCCC2)=C(C(C)C)C=1)C.CC(C)([O-])C.[Na+]. The catalyst is C1(C)C=CC=CC=1.C1C=CC(/C=C/C(/C=C/C2C=CC=CC=2)=O)=CC=1.C1C=CC(/C=C/C(/C=C/C2C=CC=CC=2)=O)=CC=1.C1C=CC(/C=C/C(/C=C/C2C=CC=CC=2)=O)=CC=1.[Pd].[Pd].O. The product is [CH2:1]([N:8]1[CH2:14][C:13]2[N:15]=[CH:16][C:17]([N:20]3[CH2:25][CH2:24][O:23][CH2:22][CH2:21]3)=[N:18][C:12]=2[O:11][CH2:10][CH2:9]1)[C:2]1[CH:7]=[CH:6][CH:5]=[CH:4][CH:3]=1. The yield is 0.680.